Dataset: Forward reaction prediction with 1.9M reactions from USPTO patents (1976-2016). Task: Predict the product of the given reaction. (1) Given the reactants [C:1]1(=[O:7])[CH2:5][CH2:4][C:3](=O)[CH2:2]1.[NH:8]1[C:16]2[C:11](=[CH:12][C:13]([CH:17]=O)=[CH:14][CH:15]=2)[CH:10]=[N:9]1.N1CCCCC1.[NH2:25][C:26]([CH3:30])=[CH:27][C:28]#[N:29], predict the reaction product. The product is: [NH:8]1[C:16]2[C:11](=[CH:12][C:13]([CH:17]3[C:27]([C:28]#[N:29])=[C:26]([CH3:30])[NH:25][C:3]4[CH2:4][CH2:5][C:1](=[O:7])[C:2]3=4)=[CH:14][CH:15]=2)[CH:10]=[N:9]1. (2) Given the reactants [Cl:1][C:2]1[C:3]([CH3:22])=[C:4]([CH:20]=[CH2:21])[C:5]([O:18][CH3:19])=[C:6]([CH:8]([NH:10][C:11](=[O:17])[O:12][C:13]([CH3:16])([CH3:15])[CH3:14])[CH3:9])[CH:7]=1.ClC1C=CC=C(C(OO)=[O:31])C=1, predict the reaction product. The product is: [Cl:1][C:2]1[C:3]([CH3:22])=[C:4]([CH:20]2[CH2:21][O:31]2)[C:5]([O:18][CH3:19])=[C:6]([CH:8]([NH:10][C:11](=[O:17])[O:12][C:13]([CH3:16])([CH3:14])[CH3:15])[CH3:9])[CH:7]=1. (3) Given the reactants [CH3:1][O:2][C:3]1[CH:8]=[CH:7][C:6]([CH2:9][CH2:10][CH2:11][C:12]([OH:14])=O)=[CH:5][CH:4]=1.C(N(CC)CC)C.C(Cl)CCl.[NH2:26][C@@H:27]([CH2:36][N:37]1[CH2:42][CH2:41][O:40][CH2:39][CH2:38]1)[C@H:28]([C:30]1[CH:35]=[CH:34][CH:33]=[CH:32][CH:31]=1)[OH:29], predict the reaction product. The product is: [CH3:1][O:2][C:3]1[CH:4]=[CH:5][C:6]([CH2:9][CH2:10][CH2:11][C:12]([NH:26][C@@H:27]([CH2:36][N:37]2[CH2:38][CH2:39][O:40][CH2:41][CH2:42]2)[C@H:28]([C:30]2[CH:31]=[CH:32][CH:33]=[CH:34][CH:35]=2)[OH:29])=[O:14])=[CH:7][CH:8]=1. (4) Given the reactants [Br:1][C:2]1[CH:16]=[C:15]2[C:5]([C:6]([OH:23])=[C:7]([C:18](OCC)=[O:19])[C:8](=[O:17])[C:9]32[CH2:14][CH2:13][O:12][CH2:11][CH2:10]3)=[CH:4][C:3]=1[O:24][CH3:25].Cl.[NH2:27][CH2:28][C:29]([O:31][C:32]([CH3:35])([CH3:34])[CH3:33])=[O:30].CCN(C(C)C)C(C)C, predict the reaction product. The product is: [Br:1][C:2]1[CH:16]=[C:15]2[C:5]([C:6]([OH:23])=[C:7]([C:18]([NH:27][CH2:28][C:29]([O:31][C:32]([CH3:35])([CH3:34])[CH3:33])=[O:30])=[O:19])[C:8](=[O:17])[C:9]32[CH2:14][CH2:13][O:12][CH2:11][CH2:10]3)=[CH:4][C:3]=1[O:24][CH3:25]. (5) Given the reactants [C:1]1(B(O)O)[C:10]2[C:5](=[CH:6][CH:7]=[CH:8][CH:9]=2)[CH:4]=[CH:3][CH:2]=1.Cl[C:15]1[CH:22]=[C:21]([N+:23]([O-:25])=[O:24])[CH:20]=[CH:19][C:16]=1[C:17]#[N:18].C([O-])([O-])=O.[Na+].[Na+], predict the reaction product. The product is: [C:1]1([C:15]2[CH:22]=[C:21]([N+:23]([O-:25])=[O:24])[CH:20]=[CH:19][C:16]=2[C:17]#[N:18])[C:10]2[C:5](=[CH:6][CH:7]=[CH:8][CH:9]=2)[CH:4]=[CH:3][CH:2]=1. (6) Given the reactants ClC1C=C2C(C(N3CCN(C(NC4C=CC(C(F)(F)F)=CC=4)=O)CC3)=CC=N2)=CC=1.[Cl:31][C:32]1[CH:41]=[C:40]2[C:35]([C:36]([N:42]3[CH2:47][CH2:46][NH:45][CH2:44][CH2:43]3)=[CH:37][CH:38]=[N:39]2)=[CH:34][CH:33]=1.C(N(C(C)C)CC)(C)C.[CH:57]([C:60]1[CH:65]=[CH:64][C:63]([N:66]=[C:67]=[O:68])=[CH:62][CH:61]=1)([CH3:59])[CH3:58], predict the reaction product. The product is: [Cl:31][C:32]1[CH:41]=[C:40]2[C:35]([C:36]([N:42]3[CH2:47][CH2:46][N:45]([C:67]([NH:66][C:63]4[CH:64]=[CH:65][C:60]([CH:57]([CH3:59])[CH3:58])=[CH:61][CH:62]=4)=[O:68])[CH2:44][CH2:43]3)=[CH:37][CH:38]=[N:39]2)=[CH:34][CH:33]=1. (7) Given the reactants [F:1][C:2]1[CH:22]=[CH:21][C:5]([CH2:6][CH:7]2[CH2:16][C:15]3[C:10](=[CH:11][CH:12]=[CH:13][CH:14]=3)[CH2:9][N:8]2[CH2:17][CH2:18][CH2:19][NH2:20])=[CH:4][CH:3]=1.[C:23]([C:25]1[CH:30]=[CH:29][C:28]([N:31]=[C:32]=[O:33])=[CH:27][CH:26]=1)#[N:24], predict the reaction product. The product is: [C:23]([C:25]1[CH:26]=[CH:27][C:28]([NH:31][C:32]([NH:20][CH2:19][CH2:18][CH2:17][N:8]2[CH:7]([CH2:6][C:5]3[CH:21]=[CH:22][C:2]([F:1])=[CH:3][CH:4]=3)[CH2:16][C:15]3[C:10](=[CH:11][CH:12]=[CH:13][CH:14]=3)[CH2:9]2)=[O:33])=[CH:29][CH:30]=1)#[N:24].